This data is from Catalyst prediction with 721,799 reactions and 888 catalyst types from USPTO. The task is: Predict which catalyst facilitates the given reaction. (1) Reactant: C([O:8][N:9]=[C:10]([C:24]#[N:25])[C:11]([N:19]1[CH:23]=[N:22][CH:21]=[N:20]1)=[N:12][O:13][CH2:14][C:15]([F:18])([F:17])[F:16])C1C=CC=CC=1.[H][H]. Product: [C:24]([C:10](=[N:9][OH:8])[C:11]([N:19]1[CH:23]=[N:22][CH:21]=[N:20]1)=[N:12][O:13][CH2:14][C:15]([F:16])([F:18])[F:17])#[N:25]. The catalyst class is: 349. (2) Reactant: C([O:5][C:6](=[O:40])[CH:7]([NH:11][S:12]([C:15]1[CH:20]=[CH:19][C:18]([C:21]2[CH:26]=[CH:25][C:24]([O:27][C:28](=[O:39])[NH:29][C:30]3[C:31]4[CH:38]=[CH:37][CH:36]=[CH:35][C:32]=4[S:33][CH:34]=3)=[CH:23][CH:22]=2)=[CH:17][CH:16]=1)(=[O:14])=[O:13])[CH:8]([CH3:10])[CH3:9])(C)(C)C.C(O)(C(F)(F)F)=O. Product: [S:33]1[CH:34]=[C:30]([NH:29][C:28]([O:27][C:24]2[CH:25]=[CH:26][C:21]([C:18]3[CH:17]=[CH:16][C:15]([S:12]([NH:11][CH:7]([CH:8]([CH3:9])[CH3:10])[C:6]([OH:40])=[O:5])(=[O:14])=[O:13])=[CH:20][CH:19]=3)=[CH:22][CH:23]=2)=[O:39])[C:31]2[CH:38]=[CH:37][CH:36]=[CH:35][C:32]1=2. The catalyst class is: 2. (3) Reactant: O.[NH2:2][NH2:3].[CH2:4]([C:8]1[CH:18]=[CH:17][C:11]([C:12](OCC)=[O:13])=[CH:10][CH:9]=1)[CH:5]([CH3:7])[CH3:6]. Product: [CH2:4]([C:8]1[CH:18]=[CH:17][C:11]([C:12]([NH:2][NH2:3])=[O:13])=[CH:10][CH:9]=1)[CH:5]([CH3:7])[CH3:6]. The catalyst class is: 6. (4) Reactant: [C:1]([NH:8][C@H:9]([C:13](O)=[O:14])[CH2:10][CH2:11][CH3:12])([O:3][C:4]([CH3:7])([CH3:6])[CH3:5])=[O:2].CO. Product: [C:1]([NH:8][C@H:9]([CH2:13][OH:14])[CH2:10][CH2:11][CH3:12])([O:3][C:4]([CH3:5])([CH3:7])[CH3:6])=[O:2]. The catalyst class is: 7. (5) Reactant: [Cl:1][C:2]1[CH:17]=[CH:16][C:5]2[N:6]=[C:7]([NH:9][CH2:10][CH:11]3[CH2:15][CH2:14][NH:13][CH2:12]3)O[C:4]=2[CH:3]=1.Cl.C(O[C:24]([N:26]1CC[C@@H](CN)C1)=O)(C)(C)C.ClC1C=NC2C(=CC=C(Cl)C=2)N=1. Product: [Cl:1][C:2]1[CH:3]=[C:4]2[C:5](=[CH:16][CH:17]=1)[N:6]=[C:7]([NH:9][CH2:10][C@@H:11]1[CH2:15][CH2:14][NH:13][CH2:12]1)[CH:24]=[N:26]2. The catalyst class is: 12.